Dataset: Full USPTO retrosynthesis dataset with 1.9M reactions from patents (1976-2016). Task: Predict the reactants needed to synthesize the given product. (1) Given the product [CH:25]1([CH:19]([O:11][C:1]2[C:10]3[C:5](=[CH:6][CH:7]=[CH:8][CH:9]=3)[CH:4]=[CH:3][CH:2]=2)[C:20]([O:22][CH2:23][CH3:24])=[O:21])[CH2:27][CH2:26]1, predict the reactants needed to synthesize it. The reactants are: [C:1]1([OH:11])[C:10]2[C:5](=[CH:6][CH:7]=[CH:8][CH:9]=2)[CH:4]=[CH:3][CH:2]=1.C([O-])([O-])=O.[K+].[K+].Br[CH:19]([CH:25]1[CH2:27][CH2:26]1)[C:20]([O:22][CH2:23][CH3:24])=[O:21]. (2) Given the product [CH:27]1([NH:30][CH:8]([C:5]2[CH:6]=[CH:7][C:2]([F:1])=[CH:3][CH:4]=2)[C:10]2[N:19]=[C:18]([NH:20][C:21]3[CH:25]=[C:24]([CH3:26])[NH:23][N:22]=3)[C:17]3[C:12](=[CH:13][CH:14]=[CH:15][CH:16]=3)[N:11]=2)[CH2:29][CH2:28]1, predict the reactants needed to synthesize it. The reactants are: [F:1][C:2]1[CH:7]=[CH:6][C:5]([C:8]([C:10]2[N:19]=[C:18]([NH:20][C:21]3[CH:25]=[C:24]([CH3:26])[NH:23][N:22]=3)[C:17]3[C:12](=[CH:13][CH:14]=[CH:15][CH:16]=3)[N:11]=2)=O)=[CH:4][CH:3]=1.[CH:27]1([NH2:30])[CH2:29][CH2:28]1.[BH4-].[Na+].CO. (3) Given the product [Cl:1][C:2]1[N:7]=[N:6][C:5]([O:8][CH2:9][CH:10]2[CH2:15][CH2:14][NH:13][CH2:12][CH2:11]2)=[CH:4][CH:3]=1, predict the reactants needed to synthesize it. The reactants are: [Cl:1][C:2]1[N:7]=[N:6][C:5]([O:8][CH2:9][CH:10]2[CH2:15][CH2:14][N:13](C(OC(C)(C)C)=O)[CH2:12][CH2:11]2)=[CH:4][CH:3]=1.Cl.O1CCOCC1. (4) Given the product [NH2:13][CH2:12][C@H:11]([NH:10][C:8]1[C:7]([F:25])=[CH:6][C:3]([C:4]#[N:5])=[C:2]([Cl:1])[N:9]=1)[CH3:24], predict the reactants needed to synthesize it. The reactants are: [Cl:1][C:2]1[N:9]=[C:8]([NH:10][C@H:11]([CH3:24])[CH2:12][N:13]2C(=O)C3C(=CC=CC=3)C2=O)[C:7]([F:25])=[CH:6][C:3]=1[C:4]#[N:5].NN. (5) Given the product [Cl:1][C:2]1[CH:21]=[C:20]([Cl:22])[CH:19]=[CH:18][C:3]=1[CH2:4][CH:5]1[CH2:9][CH2:8][N:7]([CH:10]2[CH2:11][CH2:12][C:13](=[O:16])[CH2:14][CH2:15]2)[C:6]1=[O:17], predict the reactants needed to synthesize it. The reactants are: [Cl:1][C:2]1[CH:21]=[C:20]([Cl:22])[CH:19]=[CH:18][C:3]=1[CH2:4][CH:5]1[CH2:9][CH2:8][N:7]([CH:10]2[CH2:15][CH2:14][CH:13]([OH:16])[CH2:12][CH2:11]2)[C:6]1=[O:17].C1(C)C=CC(S(O)(=O)=O)=CC=1. (6) Given the product [C:24]([Si:21]([CH3:23])([CH3:22])[O:1][C:2]1[CH:3]=[C:4]2[C:9](=[CH:10][C:11]=1[CH3:12])[C:8](=[O:13])[CH2:7][CH2:6][C:5]2([CH3:15])[CH3:14])([CH3:27])([CH3:26])[CH3:25], predict the reactants needed to synthesize it. The reactants are: [OH:1][C:2]1[CH:3]=[C:4]2[C:9](=[CH:10][C:11]=1[CH3:12])[C:8](=[O:13])[CH2:7][CH2:6][C:5]2([CH3:15])[CH3:14].N1C=CN=C1.[Si:21](Cl)([C:24]([CH3:27])([CH3:26])[CH3:25])([CH3:23])[CH3:22].O. (7) Given the product [F:36][C:30]1[CH:31]=[CH:32][CH:33]=[C:34]([F:35])[C:29]=1[CH2:28][N:15]1[C:14]2[S:13][C:12]([C:37]3[CH:42]=[CH:41][C:40]([NH:43][C:44]([NH:46][O:47][CH3:48])=[O:45])=[CH:39][CH:38]=3)=[C:11]([CH2:10][NH:8][CH3:1])[C:19]=2[C:18](=[O:20])[N:17]([C:21]2[CH:26]=[CH:25][CH:24]=[CH:23][N:22]=2)[C:16]1=[O:27], predict the reactants needed to synthesize it. The reactants are: [CH2:1]([N:8]([CH2:10][C:11]1[C:19]2[C:18](=[O:20])[N:17]([C:21]3[CH:26]=[CH:25][CH:24]=[CH:23][N:22]=3)[C:16](=[O:27])[N:15]([CH2:28][C:29]3[C:34]([F:35])=[CH:33][CH:32]=[CH:31][C:30]=3[F:36])[C:14]=2[S:13][C:12]=1[C:37]1[CH:42]=[CH:41][C:40]([NH:43][C:44]([NH:46][O:47][CH3:48])=[O:45])=[CH:39][CH:38]=1)C)C1C=CC=CC=1.Cl. (8) Given the product [CH:33]1([C:32]2[C:13]([N:8]([C:5]3[CH:6]=[CH:7][C:2]([B:37]4[O:41][C:40]([CH3:43])([CH3:42])[C:39]([CH3:45])([CH3:44])[O:38]4)=[C:3]([F:36])[CH:4]=3)[S:9]([CH3:12])(=[O:11])=[O:10])=[CH:14][C:15]3[O:19][C:18]([C:20]4[CH:21]=[CH:22][C:23]([F:26])=[CH:24][CH:25]=4)=[C:17]([C:27]([NH:29][CH3:30])=[O:28])[C:16]=3[CH:31]=2)[CH2:35][CH2:34]1, predict the reactants needed to synthesize it. The reactants are: Br[C:2]1[CH:7]=[CH:6][C:5]([N:8]([C:13]2[C:32]([CH:33]3[CH2:35][CH2:34]3)=[CH:31][C:16]3[C:17]([C:27]([NH:29][CH3:30])=[O:28])=[C:18]([C:20]4[CH:25]=[CH:24][C:23]([F:26])=[CH:22][CH:21]=4)[O:19][C:15]=3[CH:14]=2)[S:9]([CH3:12])(=[O:11])=[O:10])=[CH:4][C:3]=1[F:36].[B:37]1([B:37]2[O:41][C:40]([CH3:43])([CH3:42])[C:39]([CH3:45])([CH3:44])[O:38]2)[O:41][C:40]([CH3:43])([CH3:42])[C:39]([CH3:45])([CH3:44])[O:38]1.C([O-])(=O)C.[K+]. (9) Given the product [CH3:1][O:2][C:3](=[O:12])[CH:4]([NH:11][C:26]([C:23]1[CH:22]=[CH:21][C:20]([C:15]2[CH:16]=[CH:17][CH:18]=[CH:19][C:14]=2[Cl:13])=[CH:25][CH:24]=1)=[O:27])[CH2:5][C:6]1[S:7][CH:8]=[CH:9][N:10]=1, predict the reactants needed to synthesize it. The reactants are: [CH3:1][O:2][C:3](=[O:12])[CH:4]([NH2:11])[CH2:5][C:6]1[S:7][CH:8]=[CH:9][N:10]=1.[Cl:13][C:14]1[CH:19]=[CH:18][CH:17]=[CH:16][C:15]=1[C:20]1[CH:25]=[CH:24][C:23]([C:26](O)=[O:27])=[CH:22][CH:21]=1.C1C=CC2N(O)N=NC=2C=1.C(Cl)CCl.CN1CCOCC1. (10) Given the product [C:17]1([C:40]2[CH:45]=[CH:44][CH:43]=[CH:42][CH:41]=2)[CH:18]=[CH:19][C:20]([C:23]([NH:27][C:26](=[CH:28][C:29]2[CH:34]=[CH:33][CH:32]=[C:31]([C:35]([F:36])([F:37])[F:38])[CH:30]=2)[C:25]([CH2:14][NH:13][C@H:9]([CH2:8][C:5]2[CH:4]=[CH:3][C:2]([Cl:1])=[CH:7][CH:6]=2)[C:10]([OH:12])=[O:11])=[O:39])=[O:24])=[CH:21][CH:22]=1, predict the reactants needed to synthesize it. The reactants are: [Cl:1][C:2]1[CH:7]=[CH:6][C:5]([CH2:8][C@@H:9]([NH:13][CH3:14])[C:10]([OH:12])=[O:11])=[CH:4][CH:3]=1.[OH-].[Li+].[C:17]1([C:40]2[CH:45]=[CH:44][CH:43]=[CH:42][CH:41]=2)[CH:22]=[CH:21][C:20]([C:23]2[O:24][C:25](=[O:39])[C:26](=[CH:28][C:29]3[CH:34]=[CH:33][CH:32]=[C:31]([C:35]([F:38])([F:37])[F:36])[CH:30]=3)[N:27]=2)=[CH:19][CH:18]=1.C1(C2C=CC=CC=2)C=CC(C(Cl)=O)=CC=1.ClC1C=CC(CC(NC)C(O)=O)=CC=1.FC(F)(F)C1C=C(C=CC=1)C=O.C(OC1C=CC(C=O)=CC=1)C1C=CC=CC=1.